Dataset: Catalyst prediction with 721,799 reactions and 888 catalyst types from USPTO. Task: Predict which catalyst facilitates the given reaction. Reactant: [Br:1][C:2]1[CH:3]=[C:4]([C:11]([N:13]2[CH2:18][CH2:17][O:16][C:15]3[N:19]=[CH:20][C:21]([C:23]4[C:32]5[C:27](=[CH:28][CH:29]=[CH:30][CH:31]=5)[CH:26]=[N:25][CH:24]=4)=[CH:22][C:14]2=3)=[O:12])[CH:5]=[C:6]([Br:10])[C:7]=1[O:8]C.B(Br)(Br)Br.[OH-].[Na+]. Product: [Br:1][C:2]1[CH:3]=[C:4]([C:11]([N:13]2[CH2:18][CH2:17][O:16][C:15]3[N:19]=[CH:20][C:21]([C:23]4[C:32]5[C:27](=[CH:28][CH:29]=[CH:30][CH:31]=5)[CH:26]=[N:25][CH:24]=4)=[CH:22][C:14]2=3)=[O:12])[CH:5]=[C:6]([Br:10])[C:7]=1[OH:8]. The catalyst class is: 4.